From a dataset of Catalyst prediction with 721,799 reactions and 888 catalyst types from USPTO. Predict which catalyst facilitates the given reaction. Reactant: [C:1]([C:5]1[CH:10]=[C:9]([C:11]([CH3:14])([CH3:13])[CH3:12])[C:8]([OH:15])=[CH:7][C:6]=1[NH:16][C:17]([C:19]1[C:28](=[O:29])[C:27]2[C:22](=[CH:23][C:24]([O:30]C)=[CH:25][CH:26]=2)[NH:21][CH:20]=1)=[O:18])([CH3:4])([CH3:3])[CH3:2].B(Br)(Br)Br. Product: [C:1]([C:5]1[CH:10]=[C:9]([C:11]([CH3:14])([CH3:13])[CH3:12])[C:8]([OH:15])=[CH:7][C:6]=1[NH:16][C:17]([C:19]1[C:28](=[O:29])[C:27]2[C:22](=[CH:23][C:24]([OH:30])=[CH:25][CH:26]=2)[NH:21][CH:20]=1)=[O:18])([CH3:2])([CH3:3])[CH3:4]. The catalyst class is: 2.